Predict the reaction yield, written as a fraction of the theoretical maximum amount of product (1.0 means a 100% yield; for example, 0.34 means a 34% yield). From a dataset of Reaction yield outcomes from USPTO patents with 853,638 reactions. (1) The reactants are Br[CH2:2][C:3]1[CH:8]=[CH:7][C:6]([Cl:9])=[C:5]([O:10][CH3:11])[CH:4]=1.[C-:12]#[N:13].[Na+]. The catalyst is C(O)C. The product is [Cl:9][C:6]1[CH:7]=[CH:8][C:3]([CH2:2][C:12]#[N:13])=[CH:4][C:5]=1[O:10][CH3:11]. The yield is 0.480. (2) The reactants are [C:1]([C:4]1[CH:5]=[CH:6][C:7]([NH:14][S:15]([CH3:18])(=[O:17])=[O:16])=[C:8]([CH:13]=1)[C:9]([O:11][CH3:12])=[O:10])(=O)[CH3:2].[CH3:19][C:20]([S@:23]([NH2:25])=[O:24])([CH3:22])[CH3:21].[BH4-].[Na+].[CH3:28][C@@H](O)[C@H](N)C(O)=O. The catalyst is [O-]CC.[Ti+4].[O-]CC.[O-]CC.[O-]CC.O1CCCC1. The product is [C:20]([S@:23]([NH:25][C@@H:1]([C:4]1[CH:5]=[CH:6][C:7]([NH:14][S:15]([CH3:18])(=[O:17])=[O:16])=[C:8]([CH:13]=1)[C:9]([O:11][CH2:12][CH3:28])=[O:10])[CH3:2])=[O:24])([CH3:22])([CH3:21])[CH3:19]. The yield is 0.230.